This data is from Forward reaction prediction with 1.9M reactions from USPTO patents (1976-2016). The task is: Predict the product of the given reaction. (1) Given the reactants [N+:1]([C:4]1[CH:9]=[CH:8][C:7]([N:10]2[CH2:15][CH2:14][CH:13]([C:16]([OH:18])=[O:17])[CH2:12][CH2:11]2)=[CH:6][CH:5]=1)([O-])=O.[ClH:19], predict the reaction product. The product is: [ClH:19].[ClH:19].[NH2:1][C:4]1[CH:9]=[CH:8][C:7]([N:10]2[CH2:11][CH2:12][CH:13]([C:16]([OH:18])=[O:17])[CH2:14][CH2:15]2)=[CH:6][CH:5]=1. (2) Given the reactants C([O:4][CH2:5][C:6]1[CH:11]=[C:10]([S:12]C(C)(C)C)[C:9]([OH:17])=[CH:8][N:7]=1)(=O)C, predict the reaction product. The product is: [OH:4][CH2:5][C:6]1[N:7]=[CH:8][C:9]([OH:17])=[C:10]([SH:12])[CH:11]=1. (3) Given the reactants [F:1][C:2]([F:23])([F:22])[C:3]1[CH:4]=[C:5]([P:13]2[C:19]3[CH2:20][CH2:21][C:14]2=[CH:15][CH:16]=[CH:17][CH:18]=3)[CH:6]=[C:7]([C:9]([F:12])([F:11])[F:10])[CH:8]=1.[OH:24]O.O, predict the reaction product. The product is: [F:10][C:9]([F:12])([F:11])[C:7]1[CH:6]=[C:5]([P:13]2(=[O:24])[C:14]3[CH2:21][CH2:20][C:19]2=[CH:18][CH:17]=[CH:16][CH:15]=3)[CH:4]=[C:3]([C:2]([F:1])([F:22])[F:23])[CH:8]=1. (4) The product is: [NH2:1][C:4]1[CH:5]=[CH:6][C:7]([N:10]2[CH2:14][CH2:13][C@@H:12]([OH:15])[CH2:11]2)=[N:8][CH:9]=1. Given the reactants [N+:1]([C:4]1[CH:5]=[CH:6][C:7]([N:10]2[CH2:14][CH2:13][C@@H:12]([OH:15])[CH2:11]2)=[N:8][CH:9]=1)([O-])=O, predict the reaction product. (5) Given the reactants [Br:1][C:2]1[CH:3]=[CH:4][C:5]([NH:10][C:11]2[C:16]([O:17][CH3:18])=[CH:15][C:14]([C:19]3[CH:24]=[CH:23][C:22]([Cl:25])=[C:21]([CH3:26])[CH:20]=3)=[C:13]([F:27])[CH:12]=2)=[C:6]([CH2:8][OH:9])[CH:7]=1.CC(OI1(OC(C)=O)(OC(C)=O)OC(=O)C2C=CC=CC1=2)=O, predict the reaction product. The product is: [Br:1][C:2]1[CH:3]=[CH:4][C:5]([NH:10][C:11]2[C:16]([O:17][CH3:18])=[CH:15][C:14]([C:19]3[CH:24]=[CH:23][C:22]([Cl:25])=[C:21]([CH3:26])[CH:20]=3)=[C:13]([F:27])[CH:12]=2)=[C:6]([CH:7]=1)[CH:8]=[O:9]. (6) Given the reactants C[O:2][C:3]1[CH:8]=[CH:7][C:6]([C:9](=[O:23])[CH2:10][CH2:11][C:12]2[NH:13][N:14]=[C:15]([C:17]3[CH:22]=[CH:21][N:20]=[CH:19][CH:18]=3)[N:16]=2)=[CH:5][CH:4]=1.Br, predict the reaction product. The product is: [OH:2][C:3]1[CH:8]=[CH:7][C:6]([C:9](=[O:23])[CH2:10][CH2:11][C:12]2[NH:13][N:14]=[C:15]([C:17]3[CH:18]=[CH:19][N:20]=[CH:21][CH:22]=3)[N:16]=2)=[CH:5][CH:4]=1. (7) The product is: [N:4]1([CH2:1][CH2:3][NH:15][CH:14]([CH3:16])[C:13]([O:12][CH3:11])=[O:17])[CH2:5][CH2:7][CH2:9][CH2:8]1. Given the reactants [CH:1]([N:4]([CH2:8][CH3:9])[CH:5]([CH3:7])C)([CH3:3])C.Cl.[CH3:11][O:12][C:13](=[O:17])[CH:14]([CH3:16])[NH2:15].Cl.ClCCN1CCCC1.[I-].[K+], predict the reaction product. (8) Given the reactants CO[CH:3]1[CH2:7][CH2:6][CH:5](OC)[O:4]1.Cl.[CH2:11]([C:18](O)=O)[C:12](CC(O)=O)=O.C([O-])(=O)C.[Na+].[CH2:26]([NH2:33])[C:27]1[CH:32]=[CH:31][CH:30]=[CH:29][CH:28]=1, predict the reaction product. The product is: [CH2:26]([N:33]1[CH:6]2[CH2:5][CH2:18][CH:11]1[CH2:12][C:3](=[O:4])[CH2:7]2)[C:27]1[CH:32]=[CH:31][CH:30]=[CH:29][CH:28]=1. (9) Given the reactants [F:1][C:2]1[CH:7]=[C:6]([CH3:8])[CH:5]=[CH:4][C:3]=1[C:9](=[O:11])[CH3:10].N1C(C)=CC=CC=1C.FC(F)(F)S(O[Si](C)(C)C)(=O)=O.[Br:32]N1C(=O)CCC1=O, predict the reaction product. The product is: [Br:32][CH2:10][C:9]([C:3]1[CH:4]=[CH:5][C:6]([CH3:8])=[CH:7][C:2]=1[F:1])=[O:11].